Task: Predict the product of the given reaction.. Dataset: Forward reaction prediction with 1.9M reactions from USPTO patents (1976-2016) (1) Given the reactants C[O:2][C:3](=O)[C:4]1[CH:9]=[C:8]([Cl:10])[CH:7]=[CH:6][C:5]=1[O:11][CH2:12][CH2:13][CH2:14][N:15]1[CH2:20][CH2:19][C:18]([CH2:22][C:23]2[CH:28]=[CH:27][C:26]([Cl:29])=[CH:25][CH:24]=2)([OH:21])[C:17]([CH3:31])([CH3:30])[CH2:16]1.[NH3:33], predict the reaction product. The product is: [Cl:10][C:8]1[CH:7]=[CH:6][C:5]([O:11][CH2:12][CH2:13][CH2:14][N:15]2[CH2:20][CH2:19][C:18]([CH2:22][C:23]3[CH:28]=[CH:27][C:26]([Cl:29])=[CH:25][CH:24]=3)([OH:21])[C:17]([CH3:31])([CH3:30])[CH2:16]2)=[C:4]([CH:9]=1)[C:3]([NH2:33])=[O:2]. (2) Given the reactants [NH2:1][C:2](=[O:46])[C:3]([CH3:45])([CH3:44])[CH2:4][NH:5][C:6]([C@H:8]([CH:41]([CH3:43])[CH3:42])[CH2:9][C@@H:10]1[O:14][CH2:13][N:12]([C:15]([O:17][CH2:18][CH2:19]Cl)=[O:16])[C@H:11]1[CH2:21][C@H:22]([CH2:26][C:27]1[CH:32]=[CH:31][C:30]([O:33][CH3:34])=[C:29]([O:35][CH2:36][CH2:37][CH2:38][O:39][CH3:40])[CH:28]=1)[CH:23]([CH3:25])[CH3:24])=[O:7].C(=O)([O-])[O-].[Cs+].[Cs+].[I-].[Cs+].[CH3:55][N:56]1[C:60]([C:61]([OH:63])=[O:62])=[CH:59][N:58]=[CH:57]1, predict the reaction product. The product is: [NH2:1][C:2](=[O:46])[C:3]([CH3:45])([CH3:44])[CH2:4][NH:5][C:6]([C@H:8]([CH:41]([CH3:43])[CH3:42])[CH2:9][C@@H:10]1[O:14][CH2:13][N:12]([C:15]([O:17][CH2:18][CH2:19][O:63][C:61]([C:60]2[N:56]([CH3:55])[CH:57]=[N:58][CH:59]=2)=[O:62])=[O:16])[C@H:11]1[CH2:21][C@H:22]([CH2:26][C:27]1[CH:32]=[CH:31][C:30]([O:33][CH3:34])=[C:29]([O:35][CH2:36][CH2:37][CH2:38][O:39][CH3:40])[CH:28]=1)[CH:23]([CH3:25])[CH3:24])=[O:7]. (3) Given the reactants [C:1]([O:5][C:6]([N:8]1[CH2:12][CH2:11][CH2:10][CH:9]1[C:13]([N:15]1[CH2:19][CH2:18][C@@H:17](O)[CH2:16]1)=[O:14])=[O:7])([CH3:4])([CH3:3])[CH3:2].CCN(S(F)(F)[F:27])CC, predict the reaction product. The product is: [C:1]([O:5][C:6]([N:8]1[CH2:12][CH2:11][CH2:10][C@H:9]1[C:13]([N:15]1[CH2:19][CH2:18][C@@H:17]([F:27])[CH2:16]1)=[O:14])=[O:7])([CH3:4])([CH3:3])[CH3:2]. (4) Given the reactants C[O-].[Na+].[Na].[C:5]([C:7]1[C:12]([F:13])=[CH:11][CH:10]=[CH:9][N:8]=1)#[N:6].[Cl-:14].[NH4+:15].C(O)(=O)C, predict the reaction product. The product is: [ClH:14].[C:5]([C:7]1[C:12]([F:13])=[CH:11][CH:10]=[CH:9][N:8]=1)(=[NH:15])[NH2:6]. (5) Given the reactants [CH2:1]([O:3][C:4]([C:6]1[CH:7]=[N:8][NH:9][CH:10]=1)=[O:5])[CH3:2].I[C:12]1[S:13][CH:14]=[CH:15][CH:16]=1.C(=O)([O-])[O-].[K+].[K+].BrCC, predict the reaction product. The product is: [CH2:1]([O:3][C:4]([C:6]1[CH:7]=[N:8][N:9]([C:12]2[S:13][CH:14]=[CH:15][CH:16]=2)[CH:10]=1)=[O:5])[CH3:2]. (6) The product is: [CH3:13][C:14]1[CH:19]=[CH:18][C:17]([N+:20]([O-:22])=[O:21])=[CH:16][C:15]=1[NH:23][C:24]1[O:6][C:5]([C:7]2[CH:8]=[N:9][CH:10]=[CH:11][CH:12]=2)=[CH:4][N:1]=1. Given the reactants [N:1]([CH2:4][C:5]([C:7]1[CH:8]=[N:9][CH:10]=[CH:11][CH:12]=1)=[O:6])=[N+]=[N-].[CH3:13][C:14]1[CH:19]=[CH:18][C:17]([N+:20]([O-:22])=[O:21])=[CH:16][C:15]=1[N:23]=[C:24]=O.C1(P(C2C=CC=CC=2)C2C=CC=CC=2)C=CC=CC=1, predict the reaction product.